From a dataset of Reaction yield outcomes from USPTO patents with 853,638 reactions. Predict the reaction yield, written as a fraction of the theoretical maximum amount of product (1.0 means a 100% yield; for example, 0.34 means a 34% yield). (1) The reactants are Cl[C:2](Cl)([O:4][C:5](=[O:11])OC(Cl)(Cl)Cl)Cl.[Br:13][C:14]1[CH:15]=[C:16]([CH2:20][NH2:21])[CH:17]=[CH:18][CH:19]=1.C(N(CC)CC)C.[N:29]12[CH2:36]C[CH:32]([CH2:33][CH2:34]1)[CH:31](O)[CH2:30]2. The catalyst is C1COCC1. The product is [Br:13][C:14]1[CH:15]=[C:16]([CH:17]=[CH:18][CH:19]=1)[CH2:20][NH:21][C:5](=[O:11])[O:4][CH:2]1[CH:32]2[CH2:33][CH2:34][N:29]([CH2:30][CH2:31]2)[CH2:36]1. The yield is 0.370. (2) The reactants are [F:1][C:2]1[CH:3]=[CH:4][C:5]([C@@H:8]([NH:10]C(=O)OC(C)(C)C)[CH3:9])=[N:6][CH:7]=1.[ClH:18].O1CCOCC1. The catalyst is ClCCl. The product is [ClH:18].[F:1][C:2]1[CH:3]=[CH:4][C:5]([C@@H:8]([NH2:10])[CH3:9])=[N:6][CH:7]=1. The yield is 0.980.